Dataset: Peptide-MHC class I binding affinity with 185,985 pairs from IEDB/IMGT. Task: Regression. Given a peptide amino acid sequence and an MHC pseudo amino acid sequence, predict their binding affinity value. This is MHC class I binding data. (1) The peptide sequence is VAPMVGGMM. The MHC is HLA-B58:01 with pseudo-sequence HLA-B58:01. The binding affinity (normalized) is 0.0847. (2) The peptide sequence is LYLQMNSL. The MHC is HLA-A24:02 with pseudo-sequence HLA-A24:02. The binding affinity (normalized) is 0. (3) The peptide sequence is FRMLAWHVL. The MHC is HLA-C07:02 with pseudo-sequence HLA-C07:02. The binding affinity (normalized) is 0.686. (4) The peptide sequence is IVLGNPVFLAL. The MHC is HLA-A02:01 with pseudo-sequence HLA-A02:01. The binding affinity (normalized) is 0.528. (5) The peptide sequence is STSLSMTCIA. The MHC is HLA-B57:01 with pseudo-sequence HLA-B57:01. The binding affinity (normalized) is 0.294. (6) The MHC is HLA-A31:01 with pseudo-sequence HLA-A31:01. The peptide sequence is ILCFTIKRK. The binding affinity (normalized) is 0.186. (7) The peptide sequence is VLIGRRWFR. The MHC is HLA-A31:01 with pseudo-sequence HLA-A31:01. The binding affinity (normalized) is 0.936. (8) The MHC is HLA-A02:03 with pseudo-sequence HLA-A02:03. The binding affinity (normalized) is 0.490. The peptide sequence is VLQQNNSFI. (9) The peptide sequence is VKNEVNSFK. The MHC is HLA-A03:01 with pseudo-sequence HLA-A03:01. The binding affinity (normalized) is 0.00550. (10) The peptide sequence is IHIPGDTLF. The MHC is HLA-B15:17 with pseudo-sequence HLA-B15:17. The binding affinity (normalized) is 0.0847.